This data is from Full USPTO retrosynthesis dataset with 1.9M reactions from patents (1976-2016). The task is: Predict the reactants needed to synthesize the given product. (1) Given the product [C:4]([O:6][CH:7]([CH3:9])[CH3:8])(=[O:5])/[CH:3]=[CH:2]/[C:1]([O:11][CH:12]([CH3:14])[CH3:13])=[O:10].[C:18]([O:20][CH:21]([CH2:23][CH3:24])[CH3:22])(=[O:19])/[CH:17]=[CH:16]/[C:15]([O:26][CH:27]([CH2:29][CH3:30])[CH3:28])=[O:25].[C:31]([O:36][CH2:37][CH2:38][OH:39])(=[O:35])[C:32]([CH3:34])=[CH2:33], predict the reactants needed to synthesize it. The reactants are: [C:1]([O:11][CH:12]([CH3:14])[CH3:13])(=[O:10])/[CH:2]=[CH:3]/[C:4]([O:6][CH:7]([CH3:9])[CH3:8])=[O:5].[C:15]([O:26][CH:27]([CH2:29][CH3:30])[CH3:28])(=[O:25])/[CH:16]=[CH:17]/[C:18]([O:20][CH:21]([CH2:23][CH3:24])[CH3:22])=[O:19].[C:31]([O:36][CH2:37][CH2:38][OH:39])(=[O:35])[C:32]([CH3:34])=[CH2:33].CCCCCC. (2) Given the product [C:4]([O:34][C:24]1([CH3:23])[C:28]2([CH2:29][CH2:30][CH2:31][CH2:32][CH2:33]2)[CH2:27][CH2:26][CH2:25]1)(=[O:14])[C:8]([CH3:9])=[CH2:7], predict the reactants needed to synthesize it. The reactants are: C[Mg]Cl.[C:4]1(=[O:14])[C:8]2(CCCC[CH2:9]2)[CH2:7]CC1.C1(=O)CCCC1.[Cl-].[NH4+].[CH3:23][C:24]1([OH:34])[C:28]2([CH2:33][CH2:32][CH2:31][CH2:30][CH2:29]2)[CH2:27][CH2:26][CH2:25]1. (3) Given the product [C:1]([O:5][C:6]([NH:8][C@H:9]([CH2:15][CH:16]1[CH2:17][CH2:18][CH2:19][CH2:20][CH2:21]1)[CH:10]([OH:14])[C:11]([O:13][CH3:22])=[O:12])=[O:7])([CH3:4])([CH3:2])[CH3:3], predict the reactants needed to synthesize it. The reactants are: [C:1]([O:5][C:6]([NH:8][C@H:9]([CH2:15][CH:16]1[CH2:21][CH2:20][CH2:19][CH2:18][CH2:17]1)[CH:10]([OH:14])[C:11]([OH:13])=[O:12])=[O:7])([CH3:4])([CH3:3])[CH3:2].[CH3:22][Si](C=[N+]=[N-])(C)C. (4) Given the product [CH3:1][N:2]1[C:11](=[O:12])[CH:10]([C:20]2[CH:25]=[C:24]([O:26][CH3:27])[CH:23]=[C:22]([O:28][CH3:29])[CH:21]=2)[C:9]2[C:4](=[CH:5][C:6]([O:30][CH3:31])=[CH:7][CH:8]=2)[CH2:3]1, predict the reactants needed to synthesize it. The reactants are: [CH3:1][N:2]1[C:11](=[O:12])[C:10]([C:20]2[CH:25]=[C:24]([O:26][CH3:27])[CH:23]=[C:22]([O:28][CH3:29])[CH:21]=2)(SC2C=CC=CC=2)[C:9]2[C:4](=[CH:5][C:6]([O:30][CH3:31])=[CH:7][CH:8]=2)[CH2:3]1.[BH4-].[Na+]. (5) Given the product [NH:16]1[C:17]2[C:13](=[CH:12][C:11]([C:10]3[C:4]4[C:5](=[N:6][CH:7]=[C:2]([C:35]5[CH:36]=[CH:37][C:32]([CH:30]=[O:31])=[CH:33][CH:34]=5)[CH:3]=4)[N:8]([S:20]([C:23]4[CH:24]=[CH:25][C:26]([CH3:27])=[CH:28][CH:29]=4)(=[O:21])=[O:22])[CH:9]=3)=[CH:19][CH:18]=2)[CH:14]=[CH:15]1, predict the reactants needed to synthesize it. The reactants are: Br[C:2]1[CH:3]=[C:4]2[C:10]([C:11]3[CH:12]=[C:13]4[C:17](=[CH:18][CH:19]=3)[NH:16][CH:15]=[CH:14]4)=[CH:9][N:8]([S:20]([C:23]3[CH:29]=[CH:28][C:26]([CH3:27])=[CH:25][CH:24]=3)(=[O:22])=[O:21])[C:5]2=[N:6][CH:7]=1.[CH:30]([C:32]1[CH:37]=[CH:36][C:35](B(O)O)=[CH:34][CH:33]=1)=[O:31].C(=O)([O-])[O-].[Na+].[Na+]. (6) Given the product [CH2:3]([N:10]1[CH2:14][CH2:13][C:12]2([CH2:16][C:17]3[CH:22]=[C:21]([Cl:23])[CH:20]=[CH:19][C:18]=3[O:15]2)[CH2:11]1)[C:4]1[CH:9]=[CH:8][CH:7]=[CH:6][CH:5]=1, predict the reactants needed to synthesize it. The reactants are: [H-].[Na+].[CH2:3]([N:10]1[CH2:14][CH2:13][C:12]([CH2:16][C:17]2[CH:22]=[C:21]([Cl:23])[CH:20]=[CH:19][C:18]=2F)([OH:15])[CH2:11]1)[C:4]1[CH:9]=[CH:8][CH:7]=[CH:6][CH:5]=1.CN(C)C=O.O. (7) Given the product [ClH:1].[ClH:20].[NH2:24][C:6]1[CH:5]=[C:4]([Cl:9])[C:3]([C:10]2[S:11][C:56]3[C:55]([NH:52][C:53]4[N:43]=[CH:41][N:40]=[C:58]([CH2:57][OH:60])[CH:54]=4)=[N:14][CH:15]=[C:16]([F:19])[C:17]=3[N:18]=2)=[C:2]([Cl:1])[CH:7]=1, predict the reactants needed to synthesize it. The reactants are: [Cl:1][C:2]1[CH:7]=[C:6](I)[CH:5]=[C:4]([Cl:9])[C:3]=1[C:10]1[S:11]C2C=[N:14][CH:15]=[C:16]([F:19])[C:17]=2[N:18]=1.[Cl:20]C1C=C(I)C=C(Cl)C=1C(Cl)=[N:24]C1C(F)=CN=CC=1F.[NH2:40][C:41]([NH2:43])=S.N1C=CC=CC=1.CC[N:52]([CH2:55][CH3:56])[CH2:53][CH3:54].[CH:57]([OH:60])(C)[CH3:58].